The task is: Predict the reaction yield, written as a fraction of the theoretical maximum amount of product (1.0 means a 100% yield; for example, 0.34 means a 34% yield).. This data is from Reaction yield outcomes from USPTO patents with 853,638 reactions. (1) The reactants are [CH2:1](O)[C@H:2]1[O:7][C@H:6]([O:8][C@]2(CO)O[C@H](CO)[C@@H](O)[C@@H]2O)[C@H:5]([OH:20])[C@@H:4](O)[C@@H:3]1O.C1C2C(=CC=CC=2)C=CC=1.C(OCC)(=O)C(C)O. The catalyst is C(O)C. The product is [OH:20][CH:5]([CH:4]=[CH2:3])[C:6]([O:7][CH2:2][CH3:1])=[O:8]. The yield is 0.160. (2) The reactants are [CH2:1]([N:3]([CH2:9][CH3:10])[CH2:4][C:5](OC)=[O:6])[CH3:2].[NH2:11][NH2:12]. The catalyst is C(O)C. The product is [NH2:11][NH:12][C:5](=[O:6])[CH2:4][N:3]([CH2:9][CH3:10])[CH2:1][CH3:2]. The yield is 1.00. (3) The reactants are C1(C)C=CC(S(O[CH:11]([CH2:13]/[CH:14]=[CH:15]/[C:16]2[CH:17]=[N:18][CH:19]=[C:20]([O:22][CH3:23])[CH:21]=2)[CH3:12])(=O)=O)=CC=1.[CH3:25][NH2:26]. The catalyst is C(O)C. The product is [CH3:25][NH:26][CH:11]([CH2:13]/[CH:14]=[CH:15]/[C:16]1[CH:17]=[N:18][CH:19]=[C:20]([O:22][CH3:23])[CH:21]=1)[CH3:12]. The yield is 0.418. (4) The reactants are Br[C:2]1[C:3]([O:36][CH3:37])=[N:4][C:5]([C:8]2[CH:13]=[CH:12][C:11]([CH2:14][C@H:15]([NH:23][C:24](=[O:35])[C:25]3[CH:30]=[CH:29][C:28]([C:31]([CH3:34])([CH3:33])[CH3:32])=[CH:27][CH:26]=3)[C:16]([O:18][C:19]([CH3:22])([CH3:21])[CH3:20])=[O:17])=[CH:10][CH:9]=2)=[N:6][CH:7]=1.[CH2:38]([O:45][C:46]1[CH:51]=[CH:50][C:49](B(O)O)=[CH:48][CH:47]=1)[CH2:39][CH2:40][CH2:41][CH2:42][CH2:43][CH3:44].C(=O)([O-])[O-].[Na+].[Na+]. The catalyst is C(#N)C.C1COCC1.O.C([O-])(O)=O.[Na+].C1C=CC(P(C2C=CC=CC=2)[C-]2C=CC=C2)=CC=1.C1C=CC(P(C2C=CC=CC=2)[C-]2C=CC=C2)=CC=1.Cl[Pd]Cl.[Fe+2]. The product is [C:31]([C:28]1[CH:29]=[CH:30][C:25]([C:24]([NH:23][C@@H:15]([CH2:14][C:11]2[CH:12]=[CH:13][C:8]([C:5]3[N:4]=[C:3]([O:36][CH3:37])[C:2]([C:49]4[CH:50]=[CH:51][C:46]([O:45][CH2:38][CH2:39][CH2:40][CH2:41][CH2:42][CH2:43][CH3:44])=[CH:47][CH:48]=4)=[CH:7][N:6]=3)=[CH:9][CH:10]=2)[C:16]([O:18][C:19]([CH3:22])([CH3:21])[CH3:20])=[O:17])=[O:35])=[CH:26][CH:27]=1)([CH3:34])([CH3:33])[CH3:32]. The yield is 0.600. (5) The reactants are Br[C:2]1[CH:3]=[C:4]([C@@H:9]2[C@:24]3([C:32]4[C:27](=[CH:28][C:29]([Cl:33])=[CH:30][CH:31]=4)[NH:26][C:25]3=[O:34])[C:16]3([CH2:21][CH2:20][C:19]([CH3:23])([CH3:22])[CH2:18][CH2:17]3)[N:15]3[C@H:10]2[C:11](=[O:47])[O:12][C@@H:13]([C:41]2[CH:46]=[CH:45][CH:44]=[CH:43][CH:42]=2)[C@H:14]3[C:35]2[CH:40]=[CH:39][CH:38]=[CH:37][CH:36]=2)[CH:5]=[C:6]([Cl:8])[CH:7]=1.[CH2:48](N(CC)CC)C.[C:55](=[O:58])(O)[O-:56].[Na+]. The catalyst is CS(C)=O.CO. The product is [Cl:8][C:6]1[CH:7]=[C:2]([CH:3]=[C:4]([C@@H:9]2[C:24]3([C:32]4[C:27](=[CH:28][C:29]([Cl:33])=[CH:30][CH:31]=4)[NH:26][C:25]3=[O:34])[C:16]3([CH2:21][CH2:20][C:19]([CH3:22])([CH3:23])[CH2:18][CH2:17]3)[N:15]3[C@H:10]2[C:11](=[O:47])[O:12][C@@H:13]([C:41]2[CH:42]=[CH:43][CH:44]=[CH:45][CH:46]=2)[C@H:14]3[C:35]2[CH:36]=[CH:37][CH:38]=[CH:39][CH:40]=2)[CH:5]=1)[C:55]([O:56][CH3:48])=[O:58]. The yield is 0.130. (6) The reactants are FC(F)(F)C(O)=O.[CH3:8][O:9][C:10](=[O:34])[C@@H:11]([NH:14][C:15]([C:17]1[S:18][C:19]([C:23](=[O:33])[NH:24][CH2:25][C:26]2[CH:31]=[CH:30][CH:29]=[C:28]([OH:32])[CH:27]=2)=[CH:20][C:21]=1[Br:22])=[O:16])[CH2:12][NH2:13].C(N(CC)CC)C.CN(C(ON1N=NC2C=CC=CC1=2)=[N+](C)C)C.F[P-](F)(F)(F)(F)F.C1C=CC2N(O)N=NC=2C=1.[S:76]1[CH:80]=[CH:79][CH:78]=[C:77]1[C:81](O)=[O:82]. The catalyst is CN(C=O)C.CCOC(C)=O. The product is [CH3:8][O:9][C:10](=[O:34])[C@@H:11]([NH:14][C:15]([C:17]1[S:18][C:19]([C:23](=[O:33])[NH:24][CH2:25][C:26]2[CH:31]=[CH:30][CH:29]=[C:28]([OH:32])[CH:27]=2)=[CH:20][C:21]=1[Br:22])=[O:16])[CH2:12][NH:13][C:81]([C:77]1[S:76][CH:80]=[CH:79][CH:78]=1)=[O:82]. The yield is 0.160.